Dataset: Reaction yield outcomes from USPTO patents with 853,638 reactions. Task: Predict the reaction yield, written as a fraction of the theoretical maximum amount of product (1.0 means a 100% yield; for example, 0.34 means a 34% yield). (1) The reactants are [Br:1][C:2]1[C:15]2[C:10](=CC=CC=2)[C:9]([C:9]2[C:8]3[C:3]([C:2]([Br:1])=[C:15]4[C:10]=2C=CC=C4)=CC=CC=3)=[C:8]2[C:3]=1C=CC=C2.[C:31]1(C)[CH:36]=[CH:35]C=[CH:33][CH:32]=1.[H-].[CH2:44]([Al+][CH2:44][CH:45]([CH3:47])[CH3:46])[CH:45]([CH3:47])[CH3:46]. The catalyst is Cl[Pd](Cl)([P](C1C=CC=CC=1)(C1C=CC=CC=1)C1C=CC=CC=1)[P](C1C=CC=CC=1)(C1C=CC=CC=1)C1C=CC=CC=1.C1COCC1. The product is [Br:1][C:2]1[CH:3]=[C:8]([CH:44]=[C:45]([CH3:46])[C:47]2[CH:35]=[CH:36][CH:31]=[CH:32][CH:33]=2)[CH:9]=[CH:10][CH:15]=1. The yield is 0.720. (2) The reactants are [NH2:1][CH2:2][C:3]1[CH:4]=[C:5]([CH:13]=[C:14]([C:16]([F:19])([F:18])[F:17])[CH:15]=1)[C:6]([O:8]C(C)(C)C)=[O:7].FC(F)(F)C(O)=O. The catalyst is C(Cl)Cl. The product is [NH2:1][CH2:2][C:3]1[CH:4]=[C:5]([CH:13]=[C:14]([C:16]([F:17])([F:18])[F:19])[CH:15]=1)[C:6]([OH:8])=[O:7]. The yield is 0.904.